This data is from Catalyst prediction with 721,799 reactions and 888 catalyst types from USPTO. The task is: Predict which catalyst facilitates the given reaction. (1) Reactant: [Cl:1][S:2]([OH:5])(=O)=[O:3].[NH2:6][C:7]1[CH:12]=[CH:11][CH:10]=[CH:9][CH:8]=1. Product: [C:7]1([NH:6][S:2]([Cl:1])(=[O:5])=[O:3])[CH:12]=[CH:11][CH:10]=[CH:9][CH:8]=1. The catalyst class is: 2. (2) Reactant: Br[CH:2]([C:4]1[O:5][C:6](=[O:20])[C:7]2[C:12]([C:13]=1[C:14]1[CH:19]=[CH:18][CH:17]=[CH:16][CH:15]=1)=[CH:11][CH:10]=[CH:9][CH:8]=2)[CH3:3].[NH2:21][C:22]1[C:23]2[C:31](=[O:32])[CH:30]=[CH:29][NH:28][C:24]=2[N:25]=[CH:26][N:27]=1.C(=O)([O-])[O-].[K+].[K+]. Product: [NH2:21][C:22]1[C:23]2[C:31](=[O:32])[CH:30]=[CH:29][N:28]([CH:2]([C:4]3[O:5][C:6](=[O:20])[C:7]4[C:12]([C:13]=3[C:14]3[CH:19]=[CH:18][CH:17]=[CH:16][CH:15]=3)=[CH:11][CH:10]=[CH:9][CH:8]=4)[CH3:3])[C:24]=2[N:25]=[CH:26][N:27]=1. The catalyst class is: 3. (3) Reactant: Cl.[Cl:2][C:3]1[CH:4]=[CH:5][C:6]([CH2:9][NH2:10])=[N:7][CH:8]=1.[CH:11](O)=[O:12].[OH-].[NH4+]. Product: [Cl:2][C:3]1[CH:4]=[CH:5][C:6]([CH2:9][NH:10][CH:11]=[O:12])=[N:7][CH:8]=1. The catalyst class is: 6. (4) Reactant: [Cl:1][C:2]1[CH:7]=[CH:6][C:5]([CH:8]2[C:13]([C:14]3[CH:19]=[CH:18][C:17]([S:20][CH3:21])=[CH:16][CH:15]=3)=[N:12][NH:11][C:10](=[O:22])[CH2:9]2)=[CH:4][CH:3]=1.BrBr. Product: [Cl:1][C:2]1[CH:7]=[CH:6][C:5]([C:8]2[C:13]([C:14]3[CH:19]=[CH:18][C:17]([S:20][CH3:21])=[CH:16][CH:15]=3)=[N:12][NH:11][C:10](=[O:22])[CH:9]=2)=[CH:4][CH:3]=1. The catalyst class is: 15. (5) Reactant: [F:1][C:2]1[CH:17]=[CH:16][CH:15]=[CH:14][C:3]=1[O:4][C:5]1[C:13]2[C:8](=[CH:9][CH:10]=[CH:11][CH:12]=2)[NH:7][N:6]=1.[H-].[Na+].Cl[C:21]1[N:26]=[C:25]([NH2:27])[C:24]([N+:28]([O-:30])=[O:29])=[C:23]([NH2:31])[N:22]=1. Product: [F:1][C:2]1[CH:17]=[CH:16][CH:15]=[CH:14][C:3]=1[O:4][C:5]1[C:13]2[C:8](=[CH:9][CH:10]=[CH:11][CH:12]=2)[N:7]([C:21]2[N:22]=[C:23]([NH2:31])[C:24]([N+:28]([O-:30])=[O:29])=[C:25]([NH2:27])[N:26]=2)[N:6]=1. The catalyst class is: 3. (6) Reactant: [CH3:1][C:2]1[CH:3]=[C:4]([CH:22]=[C:23]([CH3:34])[C:24]=1[N:25]1[CH:29]=[C:28]([C:30]([F:33])([F:32])[F:31])[CH:27]=[N:26]1)[O:5][CH:6]([CH:16]1[CH2:19][C:18]([CH3:21])([CH3:20])[CH2:17]1)[C:7]1[CH:15]=[CH:14][C:10]([C:11]([OH:13])=O)=[CH:9][CH:8]=1.Cl.[NH2:36][CH2:37][CH2:38][C:39]([O:41][CH2:42][CH3:43])=[O:40].F[P-](F)(F)(F)(F)F.N1(OC(N(C)C)=[N+](C)C)C2N=CC=CC=2N=N1.C(N(C(C)C)CC)(C)C. Product: [CH3:1][C:2]1[CH:3]=[C:4]([CH:22]=[C:23]([CH3:34])[C:24]=1[N:25]1[CH:29]=[C:28]([C:30]([F:32])([F:31])[F:33])[CH:27]=[N:26]1)[O:5][CH:6]([CH:16]1[CH2:19][C:18]([CH3:21])([CH3:20])[CH2:17]1)[C:7]1[CH:15]=[CH:14][C:10]([C:11]([NH:36][CH2:37][CH2:38][C:39]([O:41][CH2:42][CH3:43])=[O:40])=[O:13])=[CH:9][CH:8]=1. The catalyst class is: 7. (7) Reactant: Cl[C:2]1[C:11]2[CH:10]=[CH:9][C:8]3[O:12][C:13]([F:16])([F:15])[O:14][C:7]=3[C:6]=2[N:5]=[C:4]([Cl:17])[N:3]=1.[OH:18][CH2:19][CH2:20][C:21]([NH:23][NH2:24])=[O:22].C(N(CC)C(C)C)(C)C. Product: [Cl:17][C:4]1[N:3]=[C:2]([NH:24][NH:23][C:21](=[O:22])[CH2:20][CH2:19][OH:18])[C:11]2[CH:10]=[CH:9][C:8]3[O:12][C:13]([F:16])([F:15])[O:14][C:7]=3[C:6]=2[N:5]=1. The catalyst class is: 7. (8) Reactant: [O:1]([C:8]1[CH:13]=[CH:12][C:11]([C:14]2[C:28]([C:29]([NH2:31])=[O:30])=[C:17]3[NH:18][CH2:19][CH2:20][C@@H:21]([CH:22]4[CH2:27][CH2:26][NH:25][CH2:24][CH2:23]4)[N:16]3[N:15]=2)=[CH:10][CH:9]=1)[C:2]1[CH:7]=[CH:6][CH:5]=[CH:4][CH:3]=1.C([O-])(O)=O.[Na+].O.Br[C:39]#[N:40]. Product: [C:39]([N:25]1[CH2:24][CH2:23][CH:22]([C@H:21]2[N:16]3[N:15]=[C:14]([C:11]4[CH:10]=[CH:9][C:8]([O:1][C:2]5[CH:7]=[CH:6][CH:5]=[CH:4][CH:3]=5)=[CH:13][CH:12]=4)[C:28]([C:29]([NH2:31])=[O:30])=[C:17]3[NH:18][CH2:19][CH2:20]2)[CH2:27][CH2:26]1)#[N:40]. The catalyst class is: 448. (9) Reactant: [Cl:1][C:2]1[CH:3]=[C:4]([C:8]2[O:12][N:11]=[CH:10][C:9]=2[C:13]([OH:15])=O)[CH:5]=[CH:6][CH:7]=1.CN(C(ON1N=NC2C=CC=CC1=2)=[N+](C)C)C.[B-](F)(F)(F)F.Cl.[NH:39]1[CH2:44][CH2:43][CH2:42][C@H:41]([C:45]([OH:48])([CH3:47])[CH3:46])[CH2:40]1.CCN(CC)CC. Product: [Cl:1][C:2]1[CH:3]=[C:4]([C:8]2[O:12][N:11]=[CH:10][C:9]=2[C:13]([N:39]2[CH2:44][CH2:43][CH2:42][C@H:41]([C:45]([OH:48])([CH3:47])[CH3:46])[CH2:40]2)=[O:15])[CH:5]=[CH:6][CH:7]=1. The catalyst class is: 2.